Dataset: Full USPTO retrosynthesis dataset with 1.9M reactions from patents (1976-2016). Task: Predict the reactants needed to synthesize the given product. (1) Given the product [CH2:3]([O:7][C:8]1[CH:13]=[C:12](/[CH:14]=[C:15](\[CH2:21][CH3:22])/[C:16]([OH:18])=[O:17])[CH:11]=[CH:10][C:9]=1[C:23]1[CH:28]=[CH:27][CH:26]=[C:25]([N:29]([CH3:38])[C:30]([NH:32][CH2:33][CH2:34][CH2:35][CH2:36][CH3:37])=[O:31])[CH:24]=1)[CH2:4][CH2:5][CH3:6], predict the reactants needed to synthesize it. The reactants are: [OH-].[Na+].[CH2:3]([O:7][C:8]1[CH:13]=[C:12](/[CH:14]=[C:15](\[CH2:21][CH3:22])/[C:16]([O:18]CC)=[O:17])[CH:11]=[CH:10][C:9]=1[C:23]1[CH:28]=[CH:27][CH:26]=[C:25]([N:29]([CH3:38])[C:30]([NH:32][CH2:33][CH2:34][CH2:35][CH2:36][CH3:37])=[O:31])[CH:24]=1)[CH2:4][CH2:5][CH3:6]. (2) Given the product [C:44]([O:43][C@@H:37]([C:12]1[C:13]([CH3:36])=[N:14][C:15]2=[CH:19][C:18]3=[N:17][N:16]2[C:11]=1[N:8]1[CH2:9][CH2:10][C:5]([CH3:48])([O:4][CH2:1][CH:35]=[CH:34][CH2:33][C@H:31]([CH3:32])[O:30][C:24]2[CH:25]=[CH:26][C:27]([F:29])=[CH:28][C:23]=2[CH2:22][O:21][CH2:20]3)[CH2:6][CH2:7]1)[C:38]([O:40][CH2:41][CH3:42])=[O:39])([CH3:46])([CH3:47])[CH3:45], predict the reactants needed to synthesize it. The reactants are: [CH2:1]([O:4][C:5]1([CH3:48])[CH2:10][CH2:9][N:8]([C:11]2[N:16]3[N:17]=[C:18]([CH2:20][O:21][CH2:22][C:23]4[CH:28]=[C:27]([F:29])[CH:26]=[CH:25][C:24]=4[O:30][C@H:31]([CH2:33][CH:34]=[CH2:35])[CH3:32])[CH:19]=[C:15]3[N:14]=[C:13]([CH3:36])[C:12]=2[C@H:37]([O:43][C:44]([CH3:47])([CH3:46])[CH3:45])[C:38]([O:40][CH2:41][CH3:42])=[O:39])[CH2:7][CH2:6]1)C=C. (3) Given the product [CH3:18][C:19]1[C:20]([C:41]2[CH:46]=[CH:45][CH:44]=[CH:43][CH:42]=2)=[C:21]([O:31][C:32]2[CH:40]=[CH:39][C:35]([C:36]([N:1]3[CH2:9][CH2:8][CH:4]([C:5]([OH:7])=[O:6])[CH2:3][CH2:2]3)=[O:37])=[CH:34][CH:33]=2)[C:22]2[C:27]([CH:28]=1)=[CH:26][C:25]([O:29][CH3:30])=[CH:24][CH:23]=2, predict the reactants needed to synthesize it. The reactants are: [NH:1]1[CH2:9][CH2:8][CH:4]([C:5]([OH:7])=[O:6])[CH2:3][CH2:2]1.C(N(CC)CC)C.O.[CH3:18][C:19]1[C:20]([C:41]2[CH:46]=[CH:45][CH:44]=[CH:43][CH:42]=2)=[C:21]([O:31][C:32]2[CH:40]=[CH:39][C:35]([C:36](Cl)=[O:37])=[CH:34][CH:33]=2)[C:22]2[C:27]([CH:28]=1)=[CH:26][C:25]([O:29][CH3:30])=[CH:24][CH:23]=2.